From a dataset of Full USPTO retrosynthesis dataset with 1.9M reactions from patents (1976-2016). Predict the reactants needed to synthesize the given product. (1) Given the product [F:19][C:20]1[CH:21]=[CH:22][C:23]([C:26]2[S:30][C:29]([C:31]([C:2]3[CH:7]=[CH:6][N:5]=[CH:4][CH:3]=3)([OH:34])[CH2:32][CH3:33])=[N:28][N:27]=2)=[CH:24][CH:25]=1, predict the reactants needed to synthesize it. The reactants are: I[C:2]1[CH:7]=[CH:6][N:5]=[CH:4][CH:3]=1.[Li]CCCC.CCCCCC.[F:19][C:20]1[CH:25]=[CH:24][C:23]([C:26]2[S:30][C:29]([C:31](=[O:34])[CH2:32][CH3:33])=[N:28][N:27]=2)=[CH:22][CH:21]=1. (2) Given the product [CH3:1][NH:2][C:3]1[CH:18]=[CH:17][C:6]([O:7][C:8]2[CH:13]=[CH:12][N:11]=[C:10]([NH:41][C:44]([NH:54][CH2:53][CH2:52][N:46]3[CH2:51][CH2:50][O:49][CH2:48][CH2:47]3)=[O:29])[CH:9]=2)=[CH:5][C:4]=1[N+:19]([O-:21])=[O:20], predict the reactants needed to synthesize it. The reactants are: [CH3:1][NH:2][C:3]1[CH:18]=[CH:17][C:6]([O:7][C:8]2[CH:13]=[CH:12][N:11]=[C:10](C(O)=O)[CH:9]=2)=[CH:5][C:4]=1[N+:19]([O-:21])=[O:20].C1(P(N=[N+]=[N-])(C2C=CC=CC=2)=[O:29])C=CC=CC=1.C([N:41]([CH2:44]C)CC)C.[N:46]1([CH2:52][CH2:53][NH2:54])[CH2:51][CH2:50][O:49][CH2:48][CH2:47]1. (3) Given the product [CH3:31][N:32]([CH3:37])[CH2:33][CH2:34][CH2:35][NH:36][C:26]([CH2:25][NH:24][C:22](=[O:23])[C:21]1[CH:29]=[CH:30][C:18]([S:15](=[O:17])(=[O:16])[NH:14][C:9]2[CH:10]=[CH:11][CH:12]=[CH:13][C:8]=2[O:1][C:2]2[CH:3]=[CH:4][CH:5]=[CH:6][CH:7]=2)=[CH:19][CH:20]=1)=[O:28], predict the reactants needed to synthesize it. The reactants are: [O:1]([C:8]1[CH:13]=[CH:12][CH:11]=[CH:10][C:9]=1[NH:14][S:15]([C:18]1[CH:30]=[CH:29][C:21]([C:22]([NH:24][CH2:25][C:26]([OH:28])=O)=[O:23])=[CH:20][CH:19]=1)(=[O:17])=[O:16])[C:2]1[CH:7]=[CH:6][CH:5]=[CH:4][CH:3]=1.[CH3:31][N:32]([CH3:37])[CH2:33][CH2:34][CH2:35][NH2:36]. (4) Given the product [F:1][C:2]1[CH:3]=[CH:4][C:5]([S:12][C:13]2[CH:18]=[CH:17][C:16]([N+:19]([O-:21])=[O:20])=[CH:15][C:14]=2[CH2:22][OH:23])=[C:6]([CH2:7][OH:8])[CH:11]=1, predict the reactants needed to synthesize it. The reactants are: [F:1][C:2]1[CH:3]=[CH:4][C:5]([S:12][C:13]2[CH:18]=[CH:17][C:16]([N+:19]([O-:21])=[O:20])=[CH:15][C:14]=2[C:22](OC)=[O:23])=[C:6]([CH:11]=1)[C:7](OC)=[O:8].[BH4-].[Na+].CO.[Cl-].[NH4+].